From a dataset of Full USPTO retrosynthesis dataset with 1.9M reactions from patents (1976-2016). Predict the reactants needed to synthesize the given product. (1) Given the product [CH3:1][O:2][C:3](=[O:26])[CH2:4][C@H:5]1[C:9]2[CH:10]=[CH:11][C:12]([O:14][C@H:15]3[C:23]4[C:18](=[C:19]([O:25][C:36]5[CH:37]=[CH:38][C:33]([O:32][Si:31]([C:27]([CH3:28])([CH3:29])[CH3:30])([CH3:45])[CH3:44])=[C:34]([C:42]#[N:43])[CH:35]=5)[CH:20]=[CH:21][C:22]=4[F:24])[CH2:17][CH2:16]3)=[CH:13][C:8]=2[O:7][CH2:6]1, predict the reactants needed to synthesize it. The reactants are: [CH3:1][O:2][C:3](=[O:26])[CH2:4][C@H:5]1[C:9]2[CH:10]=[CH:11][C:12]([O:14][C@H:15]3[C:23]4[C:18](=[C:19]([OH:25])[CH:20]=[CH:21][C:22]=4[F:24])[CH2:17][CH2:16]3)=[CH:13][C:8]=2[O:7][CH2:6]1.[C:27]([Si:31]([CH3:45])([CH3:44])[O:32][C:33]1[CH:38]=[CH:37][C:36](B(O)O)=[CH:35][C:34]=1[C:42]#[N:43])([CH3:30])([CH3:29])[CH3:28]. (2) Given the product [Cl:24][C:25]1[CH:30]=[CH:29][C:28]([C:31](=[O:33])[CH2:32][CH2:12][C:13]([C:15]2[CH:20]=[CH:19][C:18]([N+:21]([O-:23])=[O:22])=[CH:17][CH:16]=2)=[O:14])=[CH:27][C:26]=1[N+:34]([O-:36])=[O:35], predict the reactants needed to synthesize it. The reactants are: C(NCC)C.CC(O)(C)C.Br[CH2:12][C:13]([C:15]1[CH:20]=[CH:19][C:18]([N+:21]([O-:23])=[O:22])=[CH:17][CH:16]=1)=[O:14].[Cl:24][C:25]1[CH:30]=[CH:29][C:28]([C:31](=[O:33])[CH3:32])=[CH:27][C:26]=1[N+:34]([O-:36])=[O:35].OS(O)(=O)=O.